This data is from Forward reaction prediction with 1.9M reactions from USPTO patents (1976-2016). The task is: Predict the product of the given reaction. (1) Given the reactants [C:1]([O:5][C:6](=[O:33])[NH:7][C:8]1[S:9][C:10]([CH:31]=O)=[C:11]([C:13]2[C:14]([C:27](=[O:30])[CH2:28][CH3:29])=[N:15][N:16]([CH2:18][C:19]3[CH:24]=[CH:23][C:22]([O:25][CH3:26])=[CH:21][CH:20]=3)[CH:17]=2)[N:12]=1)([CH3:4])([CH3:3])[CH3:2].[OH-].[Na+], predict the reaction product. The product is: [C:1]([O:5][C:6](=[O:33])[NH:7][C:8]1[S:9][C:10]2[CH:31]=[C:28]([CH3:29])[C:27](=[O:30])[C:14]3[C:13](=[CH:17][N:16]([CH2:18][C:19]4[CH:24]=[CH:23][C:22]([O:25][CH3:26])=[CH:21][CH:20]=4)[N:15]=3)[C:11]=2[N:12]=1)([CH3:3])([CH3:4])[CH3:2]. (2) Given the reactants [C:1]([C:3]1[CH:4]=[C:5]([N:10]([CH2:15][C:16]2[CH:21]=[CH:20][C:19](I)=[CH:18][CH:17]=2)[C:11](=[O:14])[CH2:12][CH3:13])[CH:6]=[C:7]([F:9])[CH:8]=1)#[N:2].[CH3:23][C:24]1[S:25][C:26](B2OC(C)(C)C(C)(C)O2)=[C:27]([CH3:29])[N:28]=1, predict the reaction product. The product is: [C:1]([C:3]1[CH:4]=[C:5]([N:10]([CH2:15][C:16]2[CH:21]=[CH:20][C:19]([C:26]3[S:25][C:24]([CH3:23])=[N:28][C:27]=3[CH3:29])=[CH:18][CH:17]=2)[C:11](=[O:14])[CH2:12][CH3:13])[CH:6]=[C:7]([F:9])[CH:8]=1)#[N:2]. (3) Given the reactants [NH:1]1[CH2:6][CH2:5][CH2:4][NH:3][C:2]1=[O:7].CC(C)([O-])C.[K+].[Br:14][C:15]1[CH:20]=[C:19]([N+:21]([O-:23])=[O:22])[CH:18]=[CH:17][C:16]=1F.[Cl-].[Na+], predict the reaction product. The product is: [Br:14][C:15]1[CH:20]=[C:19]([N+:21]([O-:23])=[O:22])[CH:18]=[CH:17][C:16]=1[N:1]1[CH2:6][CH2:5][CH2:4][NH:3][C:2]1=[O:7]. (4) The product is: [NH2:28][C@H:19]([C:20]([NH:22][C:23]1([CH2:26][OH:27])[CH2:25][CH2:24]1)=[O:21])[CH2:18][S:17][CH2:16][C@H:15]([NH:14][C:1](=[O:13])[CH2:2][CH2:3][CH2:4][CH2:5][CH2:6][CH2:7][CH2:8][CH2:9][CH2:10][CH2:11][CH3:12])[CH2:39][NH:40][C:41](=[O:53])[CH2:42][CH2:43][CH2:44][CH2:45][CH2:46][CH2:47][CH2:48][CH2:49][CH2:50][CH2:51][CH3:52]. Given the reactants [C:1]([NH:14][C@H:15]([CH2:39][NH:40][C:41](=[O:53])[CH2:42][CH2:43][CH2:44][CH2:45][CH2:46][CH2:47][CH2:48][CH2:49][CH2:50][CH2:51][CH3:52])[CH2:16][S:17][CH2:18][C@H:19]([NH:28]C(=O)OCC1C=CC=CC=1)[C:20]([NH:22][C:23]1([CH2:26][OH:27])[CH2:25][CH2:24]1)=[O:21])(=[O:13])[CH2:2][CH2:3][CH2:4][CH2:5][CH2:6][CH2:7][CH2:8][CH2:9][CH2:10][CH2:11][CH3:12], predict the reaction product. (5) Given the reactants [N+:1]([C:4]1[CH:11]=[CH:10][C:9]([N:12]2[CH2:17][CH2:16][O:15][CH2:14][C:13]2=[O:18])=[CH:8][C:5]=1[C:6]#[N:7])([O-])=O, predict the reaction product. The product is: [NH2:1][C:4]1[CH:11]=[CH:10][C:9]([N:12]2[CH2:17][CH2:16][O:15][CH2:14][C:13]2=[O:18])=[CH:8][C:5]=1[C:6]#[N:7].